Dataset: HIV replication inhibition screening data with 41,000+ compounds from the AIDS Antiviral Screen. Task: Binary Classification. Given a drug SMILES string, predict its activity (active/inactive) in a high-throughput screening assay against a specified biological target. The drug is CCCC[Sn]1(CCCC)OC(=O)c2cccc(C)c2O1. The result is 0 (inactive).